From a dataset of NCI-60 drug combinations with 297,098 pairs across 59 cell lines. Regression. Given two drug SMILES strings and cell line genomic features, predict the synergy score measuring deviation from expected non-interaction effect. (1) Drug 1: COC1=CC(=CC(=C1O)OC)C2C3C(COC3=O)C(C4=CC5=C(C=C24)OCO5)OC6C(C(C7C(O6)COC(O7)C8=CC=CS8)O)O. Drug 2: C1=NC2=C(N=C(N=C2N1C3C(C(C(O3)CO)O)F)Cl)N. Cell line: IGROV1. Synergy scores: CSS=40.6, Synergy_ZIP=-10.5, Synergy_Bliss=-1.84, Synergy_Loewe=-0.478, Synergy_HSA=1.74. (2) Drug 1: C1CN1P(=S)(N2CC2)N3CC3. Drug 2: C#CCC(CC1=CN=C2C(=N1)C(=NC(=N2)N)N)C3=CC=C(C=C3)C(=O)NC(CCC(=O)O)C(=O)O. Cell line: MALME-3M. Synergy scores: CSS=8.59, Synergy_ZIP=-4.71, Synergy_Bliss=-2.00, Synergy_Loewe=-0.395, Synergy_HSA=0.120. (3) Drug 1: C1C(C(OC1N2C=NC3=C(N=C(N=C32)Cl)N)CO)O. Drug 2: COC1=C2C(=CC3=C1OC=C3)C=CC(=O)O2. Cell line: SW-620. Synergy scores: CSS=33.9, Synergy_ZIP=-0.349, Synergy_Bliss=-0.943, Synergy_Loewe=-29.4, Synergy_HSA=-2.69. (4) Drug 1: CCC1=CC2CC(C3=C(CN(C2)C1)C4=CC=CC=C4N3)(C5=C(C=C6C(=C5)C78CCN9C7C(C=CC9)(C(C(C8N6C)(C(=O)OC)O)OC(=O)C)CC)OC)C(=O)OC.C(C(C(=O)O)O)(C(=O)O)O. Drug 2: C1CCC(CC1)NC(=O)N(CCCl)N=O. Cell line: SK-MEL-5. Synergy scores: CSS=9.72, Synergy_ZIP=-2.86, Synergy_Bliss=-0.118, Synergy_Loewe=-28.6, Synergy_HSA=-1.91.